This data is from Forward reaction prediction with 1.9M reactions from USPTO patents (1976-2016). The task is: Predict the product of the given reaction. (1) Given the reactants C[O:2][C:3]1[CH:12]=[CH:11][CH:10]=[C:9]2[C:4]=1[CH:5]=[C:6]([CH3:13])[CH:7]=[N:8]2.Cl.N1C=CC=CC=1, predict the reaction product. The product is: [OH:2][C:3]1[CH:12]=[CH:11][CH:10]=[C:9]2[C:4]=1[CH:5]=[C:6]([CH3:13])[CH:7]=[N:8]2. (2) Given the reactants [Mg:1].Br[C:3]12[CH2:12][CH:7]3[CH2:8][CH:9]([CH2:11][CH:5]([CH2:6]3)[CH2:4]1)[CH2:10]2.C([Br:15])C.[CH2:16]([O:20][CH2:21][CH2:22][CH2:23][CH3:24])[CH2:17][CH2:18][CH3:19], predict the reaction product. The product is: [CH2:16]([O:20][CH2:21][CH2:22][CH2:23][CH3:24])[CH2:17][CH2:18][CH3:19].[C:3]12([Mg:1][Br:15])[CH2:12][CH:7]3[CH2:6][CH:5]([CH2:11][CH:9]([CH2:8]3)[CH2:10]1)[CH2:4]2. (3) Given the reactants [C:1]([C:3]1[CH:4]=[CH:5][CH:6]=[C:7]2[C:12]=1[O:11][CH2:10][CH2:9][CH:8]2[C:13]([OH:15])=O)#[N:2].[CH2:16]([N:18]1[CH:22]=[C:21]([CH2:23][NH:24][C:25]2[CH:30]=[CH:29][C:28]([CH:31]([CH3:33])[CH3:32])=[CH:27][CH:26]=2)[CH:20]=[N:19]1)[CH3:17], predict the reaction product. The product is: [C:1]([C:3]1[CH:4]=[CH:5][CH:6]=[C:7]2[C:12]=1[O:11][CH2:10][CH2:9][CH:8]2[C:13]([N:24]([CH2:23][C:21]1[CH:20]=[N:19][N:18]([CH2:16][CH3:17])[CH:22]=1)[C:25]1[CH:30]=[CH:29][C:28]([CH:31]([CH3:32])[CH3:33])=[CH:27][CH:26]=1)=[O:15])#[N:2]. (4) Given the reactants Cl[C:2]1[CH:11]=[C:10]2[C:5]([CH:6]=[C:7]([C:15]3[C:16]([F:32])=[CH:17][C:18]([F:31])=[C:19]([NH:21][C:22]([NH:24][C:25]4[CH:30]=[CH:29][CH:28]=[CH:27][CH:26]=4)=[O:23])[CH:20]=3)[C:8](=[O:14])[N:9]2[CH2:12][CH3:13])=[CH:4][N:3]=1.C([O-])([O-])=O.[Cs+].[Cs+].[CH3:39][N:40]([CH3:44])[C:41]([NH2:43])=[O:42].CC1(C)C2C(=C(P(C3C=CC=CC=3)C3C=CC=CC=3)C=CC=2)OC2C(P(C3C=CC=CC=3)C3C=CC=CC=3)=CC=CC1=2, predict the reaction product. The product is: [F:32][C:16]1[CH:17]=[C:18]([F:31])[C:19]([NH:21][C:22]([NH:24][C:25]2[CH:30]=[CH:29][CH:28]=[CH:27][CH:26]=2)=[O:23])=[CH:20][C:15]=1[C:7]1[C:8](=[O:14])[N:9]([CH2:12][CH3:13])[C:10]2[C:5]([CH:6]=1)=[CH:4][N:3]=[C:2]([NH:43][C:41](=[O:42])[N:40]([CH3:44])[CH3:39])[CH:11]=2. (5) Given the reactants [CH:1]1([N:7]2[CH2:15][C:14]3[C:9](=[CH:10][C:11]([N:16]4[CH2:21][CH2:20][NH:19][CH2:18][CH2:17]4)=[CH:12][CH:13]=3)[C:8]2=[O:22])[CH2:6][CH2:5][CH2:4][CH2:3][CH2:2]1.[C:23](O)(=[O:30])[C:24]1[CH:29]=[CH:28][CH:27]=[N:26][CH:25]=1, predict the reaction product. The product is: [CH:1]1([N:7]2[CH2:15][C:14]3[C:9](=[CH:10][C:11]([N:16]4[CH2:17][CH2:18][N:19]([C:23]([C:24]5[CH:25]=[N:26][CH:27]=[CH:28][CH:29]=5)=[O:30])[CH2:20][CH2:21]4)=[CH:12][CH:13]=3)[C:8]2=[O:22])[CH2:2][CH2:3][CH2:4][CH2:5][CH2:6]1. (6) The product is: [Cl:9][C:10]1[CH:11]=[CH:12][C:13]([CH:16]([O:8][C:5]2[CH:6]=[CH:7][C:2]([F:1])=[CH:3][CH:4]=2)[CH2:17][CH2:18][CH2:19][CH2:20][CH2:21][N:22]2[CH2:27][CH2:26][CH:25]([C:28]3[CH:29]=[C:30]([NH:34][C:35](=[O:39])[CH:36]([CH3:37])[CH3:38])[CH:31]=[CH:32][CH:33]=3)[CH2:24][CH2:23]2)=[CH:14][CH:15]=1. Given the reactants [F:1][C:2]1[CH:7]=[CH:6][C:5]([OH:8])=[CH:4][CH:3]=1.[Cl:9][C:10]1[CH:15]=[CH:14][C:13]([CH:16](O)[CH2:17][CH2:18][CH2:19][CH2:20][CH2:21][N:22]2[CH2:27][CH2:26][CH:25]([C:28]3[CH:29]=[C:30]([NH:34][C:35](=[O:39])[CH:36]([CH3:38])[CH3:37])[CH:31]=[CH:32][CH:33]=3)[CH2:24][CH2:23]2)=[CH:12][CH:11]=1.Cl, predict the reaction product.